Dataset: Full USPTO retrosynthesis dataset with 1.9M reactions from patents (1976-2016). Task: Predict the reactants needed to synthesize the given product. (1) Given the product [CH2:11]([O:10][C:8](=[O:9])[C:7]([F:14])([F:13])[CH2:24][NH:25][CH2:26][CH2:27][C:28]1[CH:33]=[CH:32][CH:31]=[CH:30][CH:29]=1)[CH3:12], predict the reactants needed to synthesize it. The reactants are: Cl[Si](C)(C)C.Br[C:7]([F:14])([F:13])[C:8]([O:10][CH2:11][CH3:12])=[O:9].N1([CH2:24][NH:25][CH2:26][CH2:27][C:28]2[CH:33]=[CH:32][CH:31]=[CH:30][CH:29]=2)C2C=CC=CC=2N=N1. (2) Given the product [CH3:14][O:5][C:4](=[O:6])[C:3]1[CH:7]=[CH:8][CH:9]=[C:10]([N+:11]([O-:13])=[O:12])[C:2]=1[NH2:1], predict the reactants needed to synthesize it. The reactants are: [NH2:1][C:2]1[C:10]([N+:11]([O-:13])=[O:12])=[CH:9][CH:8]=[CH:7][C:3]=1[C:4]([OH:6])=[O:5].[C:14](=O)(O)[O-].[Na+]. (3) Given the product [Cl:1][C:2]1[CH:3]=[CH:4][C:5]([CH:8]([C:19]2[C:27]3[C:22](=[C:23]([CH2:28][S:29][CH2:30][CH3:31])[CH:24]=[CH:25][CH:26]=3)[NH:21][CH:20]=2)[CH2:9][C:10]([O:11][CH2:12][CH3:16])=[O:18])=[CH:6][CH:7]=1, predict the reactants needed to synthesize it. The reactants are: [Cl:1][C:2]1[CH:7]=[CH:6][C:5]([CH:8]([C:19]2[C:27]3[C:22](=[C:23]([CH2:28][S:29][CH2:30][CH3:31])[CH:24]=[CH:25][CH:26]=3)[NH:21][CH:20]=2)[CH:9]2C(=O)O[C:12](C)([CH3:16])[O:11][C:10]2=[O:18])=[CH:4][CH:3]=1. (4) Given the product [F:1][C:2]1[CH:10]=[CH:9][CH:8]=[C:7]([NH:11][C:12]2[N:17]=[C:16]([NH:18][C:19]3[CH:27]=[C:26]4[C:22]([CH2:23][CH2:24][N:25]4[C:35](=[O:36])[CH2:34][N:38]4[CH:42]=[CH:41][N:40]=[CH:39]4)=[CH:21][C:20]=3[O:28][CH3:29])[NH:15][C:14]3=[N:30][CH:31]=[CH:32][C:13]=23)[C:3]=1[C:4]([NH2:6])=[O:5], predict the reactants needed to synthesize it. The reactants are: [F:1][C:2]1[CH:10]=[CH:9][CH:8]=[C:7]([NH:11][C:12]2[N:17]=[C:16]([NH:18][C:19]3[CH:27]=[C:26]4[C:22]([CH2:23][CH2:24][NH:25]4)=[CH:21][C:20]=3[O:28][CH3:29])[NH:15][C:14]3=[N:30][CH:31]=[CH:32][C:13]=23)[C:3]=1[C:4]([NH2:6])=[O:5].Br[CH2:34][C:35](Cl)=[O:36].[NH:38]1[CH:42]=[CH:41][N:40]=[CH:39]1.CCN(C(C)C)C(C)C. (5) Given the product [CH:1]1([N:4]2[CH2:9][C:8]3([CH2:14][CH2:13][N:12]([S:15]([C:18]4[CH:19]=[CH:20][C:21]([C:35]5[CH:44]=[C:43]6[C:38]([CH:39]=[C:40]([OH:45])[CH:41]=[N:42]6)=[CH:37][CH:36]=5)=[CH:22][CH:23]=4)(=[O:17])=[O:16])[CH2:11][CH2:10]3)[O:7][CH2:6][C:5]2=[O:33])[CH2:3][CH2:2]1, predict the reactants needed to synthesize it. The reactants are: [CH:1]1([N:4]2[CH2:9][C:8]3([CH2:14][CH2:13][N:12]([S:15]([C:18]4[CH:23]=[CH:22][C:21](B5OC(C)(C)C(C)(C)O5)=[CH:20][CH:19]=4)(=[O:17])=[O:16])[CH2:11][CH2:10]3)[O:7][CH2:6][C:5]2=[O:33])[CH2:3][CH2:2]1.Br[C:35]1[CH:44]=[C:43]2[C:38]([CH:39]=[C:40]([OH:45])[CH:41]=[N:42]2)=[CH:37][CH:36]=1.C(=O)([O-])[O-].[K+].[K+]. (6) The reactants are: [F:1][C:2]1[CH:7]=[CH:6][C:5]([C:8]2([OH:18])[CH2:17][CH2:16][C:11]3(OCC[O:12]3)[CH2:10][CH2:9]2)=[CH:4][CH:3]=1.Cl.CCOC(C)=O.C([O-])(O)=O.[Na+]. Given the product [F:1][C:2]1[CH:3]=[CH:4][C:5]([C:8]2([OH:18])[CH2:9][CH2:10][C:11](=[O:12])[CH2:16][CH2:17]2)=[CH:6][CH:7]=1, predict the reactants needed to synthesize it. (7) The reactants are: [N:1]([CH:4]1[CH2:8][CH2:7][C:6](=[O:9])[CH2:5]1)=[N+:2]=[N-:3].[BH4-].[Na+]. Given the product [N:1]([CH:4]1[CH2:8][CH2:7][CH:6]([OH:9])[CH2:5]1)=[N+:2]=[N-:3], predict the reactants needed to synthesize it. (8) Given the product [Cl:23][C:8]1[N:9]=[C:4]([CH2:1][CH2:2][CH3:3])[CH:5]=[C:6]([C:11]2[CH:16]=[CH:15][CH:14]=[C:13]([C:17]([F:20])([F:19])[F:18])[CH:12]=2)[N:7]=1, predict the reactants needed to synthesize it. The reactants are: [CH2:1]([C:4]1[NH:9][C:8](=O)[N:7]=[C:6]([C:11]2[CH:16]=[CH:15][CH:14]=[C:13]([C:17]([F:20])([F:19])[F:18])[CH:12]=2)[CH:5]=1)[CH2:2][CH3:3].P(Cl)(Cl)([Cl:23])=O. (9) Given the product [CH:23]1([C:19]2[CH:20]=[C:21]([CH3:22])[C:16]([N:13]3[CH2:14][CH2:15][N:10]([C:8]([C:5]4[N:6]=[N:7][C:2]([N:31]5[CH:27]([CH3:26])[CH2:28][CH2:29][C:30]5=[O:32])=[CH:3][CH:4]=4)=[O:9])[CH2:11][CH2:12]3)=[N:17][CH:18]=2)[CH2:25][CH2:24]1, predict the reactants needed to synthesize it. The reactants are: Cl[C:2]1[N:7]=[N:6][C:5]([C:8]([N:10]2[CH2:15][CH2:14][N:13]([C:16]3[C:21]([CH3:22])=[CH:20][C:19]([CH:23]4[CH2:25][CH2:24]4)=[CH:18][N:17]=3)[CH2:12][CH2:11]2)=[O:9])=[CH:4][CH:3]=1.[CH3:26][CH:27]1[NH:31][C:30](=[O:32])[CH2:29][CH2:28]1.